Dataset: Reaction yield outcomes from USPTO patents with 853,638 reactions. Task: Predict the reaction yield, written as a fraction of the theoretical maximum amount of product (1.0 means a 100% yield; for example, 0.34 means a 34% yield). (1) The reactants are Cl.[N:2]12[CH2:9][CH2:8][CH:5]([CH2:6][CH2:7]1)[C:4](=[O:10])[CH2:3]2.[OH-].[K+].[N:13]1[CH:18]=[CH:17][CH:16]=[C:15]([CH:19]=O)[CH:14]=1. The catalyst is CO. The product is [N:13]1[CH:18]=[CH:17][CH:16]=[C:15]([CH:19]=[C:3]2[C:4](=[O:10])[CH:5]3[CH2:8][CH2:9][N:2]2[CH2:7][CH2:6]3)[CH:14]=1. The yield is 0.893. (2) The yield is 0.690. The reactants are [F:1][C:2]([F:43])([F:42])[CH:3]([N:29]1[CH2:33][CH2:32][C@H:31]([NH:34]C(=O)OC(C)(C)C)[CH2:30]1)[C:4]1[CH:5]=[CH:6][C:7]2[N:8]([C:10]([C:13]3[CH:22]=[CH:21][C:20]4[C:15](=[CH:16][C:17]([NH:23][C:24](=[O:28])[CH:25]([CH3:27])[CH3:26])=[CH:18][CH:19]=4)[N:14]=3)=[N:11][N:12]=2)[CH:9]=1.Cl. The product is [NH2:34][C@H:31]1[CH2:32][CH2:33][N:29]([CH:3]([C:4]2[CH:5]=[CH:6][C:7]3[N:8]([C:10]([C:13]4[CH:22]=[CH:21][C:20]5[C:15](=[CH:16][C:17]([NH:23][C:24](=[O:28])[CH:25]([CH3:26])[CH3:27])=[CH:18][CH:19]=5)[N:14]=4)=[N:11][N:12]=3)[CH:9]=2)[C:2]([F:43])([F:42])[F:1])[CH2:30]1. The catalyst is C(Cl)(Cl)Cl. (3) The yield is 0.890. The reactants are [CH3:1][O:2][C:3]1[CH:8]=[CH:7][C:6]([CH2:9][NH:10][C:11]2[CH:16]=[CH:15][C:14]([C:17]3[CH:22]=[CH:21][C:20]([C:23]([F:26])([F:25])[F:24])=[CH:19][CH:18]=3)=[CH:13][C:12]=2[C:27]#[N:28])=[CH:5][CH:4]=1.[H-].[Al+3].[Li+].[H-].[H-].[H-]. The product is [NH2:28][CH2:27][C:12]1[CH:13]=[C:14]([C:17]2[CH:22]=[CH:21][C:20]([C:23]([F:24])([F:25])[F:26])=[CH:19][CH:18]=2)[CH:15]=[CH:16][C:11]=1[NH:10][CH2:9][C:6]1[CH:5]=[CH:4][C:3]([O:2][CH3:1])=[CH:8][CH:7]=1. The catalyst is O1CCCC1.